From a dataset of Catalyst prediction with 721,799 reactions and 888 catalyst types from USPTO. Predict which catalyst facilitates the given reaction. (1) The catalyst class is: 1. Product: [C:1]([C:7]1[CH:18]=[CH:17][CH:16]=[CH:15][C:8]=1[C:9](=[O:10])[CH2:19][C:20]1[CH:25]=[CH:24][CH:23]=[CH:22][CH:21]=1)#[C:2][CH2:3][CH2:4][CH2:5][CH3:6]. Reactant: [C:1]([C:7]1[CH:18]=[CH:17][CH:16]=[CH:15][C:8]=1[C:9](N(C)OC)=[O:10])#[C:2][CH2:3][CH2:4][CH2:5][CH3:6].[CH2:19]([Mg]Cl)[C:20]1[CH:25]=[CH:24][CH:23]=[CH:22][CH:21]=1. (2) Reactant: [CH2:1]([N:3]1[C:15]2[CH:14]=[CH:13][CH:12]=[CH:11][C:10]=2[C:9]2[C:4]1=[CH:5][CH:6]=[CH:7][CH:8]=2)[CH3:2].[Al+3].[Cl-].[Cl-].[Cl-].[S:20]1[CH:24]=[CH:23][CH:22]=[C:21]1[C:25](Cl)=[O:26].[CH:28]1([CH2:33][CH2:34][C:35](Cl)=[O:36])[CH2:32][CH2:31][CH2:30][CH2:29]1.Cl. Product: [CH:28]1([CH2:33][CH2:34][C:35]([C:7]2[CH:6]=[CH:5][C:4]3[N:3]([CH2:1][CH3:2])[C:15]4[C:10]([C:9]=3[CH:8]=2)=[CH:11][C:12]([C:25]([C:21]2[S:20][CH:24]=[CH:23][CH:22]=2)=[O:26])=[CH:13][CH:14]=4)=[O:36])[CH2:32][CH2:31][CH2:30][CH2:29]1. The catalyst class is: 4. (3) Reactant: [C:1]([O:5][C:6]([N:8]([CH2:19][C:20]1[CH:28]=[CH:27][C:23]([C:24]([OH:26])=O)=[CH:22][CH:21]=1)[C:9]1[CH:14]=[CH:13][C:12]([C:15]([CH3:18])([CH3:17])[CH3:16])=[CH:11][CH:10]=1)=[O:7])([CH3:4])([CH3:3])[CH3:2].OC1[C:38]2[N:37]=N[NH:35][C:34]=2C=CC=1.CCN=C=NCCCN(C)C.Cl.NCC#N.C(N(C(C)C)CC)(C)C. Product: [C:1]([O:5][C:6](=[O:7])[N:8]([C:9]1[CH:14]=[CH:13][C:12]([C:15]([CH3:17])([CH3:18])[CH3:16])=[CH:11][CH:10]=1)[CH2:19][C:20]1[CH:28]=[CH:27][C:23]([C:24](=[O:26])[NH:37][CH2:38][C:34]#[N:35])=[CH:22][CH:21]=1)([CH3:3])([CH3:2])[CH3:4]. The catalyst class is: 39. (4) Product: [CH3:1][C:2]1[CH:7]=[C:6]([CH3:8])[N:5]2[N:9]=[C:10]([S:12][CH2:13][C:14]([NH:25][C:22]3[CH:23]=[CH:24][C:19]([O:18][CH3:17])=[CH:20][CH:21]=3)=[O:16])[N:11]=[C:4]2[N:3]=1. The catalyst class is: 9. Reactant: [CH3:1][C:2]1[CH:7]=[C:6]([CH3:8])[N:5]2[N:9]=[C:10]([S:12][CH2:13][C:14]([OH:16])=O)[N:11]=[C:4]2[N:3]=1.[CH3:17][O:18][C:19]1[CH:24]=[CH:23][C:22]([NH2:25])=[CH:21][CH:20]=1.